This data is from Forward reaction prediction with 1.9M reactions from USPTO patents (1976-2016). The task is: Predict the product of the given reaction. Given the reactants S(=O)(=O)(O)O.[N+:6]([O-:9])(O)=[O:7].[S:10]1[CH:14]=[CH:13][CH:12]=[C:11]1[C:15]([OH:17])=[O:16], predict the reaction product. The product is: [N+:6]([C:13]1[CH:12]=[C:11]([C:15]([OH:17])=[O:16])[S:10][CH:14]=1)([O-:9])=[O:7].